This data is from Forward reaction prediction with 1.9M reactions from USPTO patents (1976-2016). The task is: Predict the product of the given reaction. (1) Given the reactants [CH3:1][O:2][C:3]([C:5]1[CH:10]=[CH:9][CH:8]=[CH:7][C:6]=1B(O)O)=[O:4].Br[C:15]1[CH:20]=[C:19]([F:21])[CH:18]=[CH:17][C:16]=1[N+:22]([O-:24])=[O:23].C(O)C.C(=O)([O-])[O-].[Na+].[Na+], predict the reaction product. The product is: [F:21][C:19]1[CH:18]=[CH:17][C:16]([N+:22]([O-:24])=[O:23])=[C:15]([C:6]2[C:5]([C:3]([O:2][CH3:1])=[O:4])=[CH:10][CH:9]=[CH:8][CH:7]=2)[CH:20]=1. (2) The product is: [CH:1]([N:5]1[CH:10]=[CH:9][C:8]([C:11]([NH:44][CH2:45][C:46]2[C:47]([OH:54])=[N:48][C:49]([CH3:53])=[CH:50][C:51]=2[CH3:52])=[O:13])=[CH:7][C:6]1=[O:14])([CH2:3][CH3:4])[CH3:2]. Given the reactants [CH:1]([N:5]1[CH:10]=[CH:9][C:8]([C:11]([OH:13])=O)=[CH:7][C:6]1=[O:14])([CH2:3][CH3:4])[CH3:2].N1(O)C2C=CC=CC=2N=N1.Cl.CN(C)CCCN=C=NCC.C(N(CC)CC)C.[NH2:44][CH2:45][C:46]1[C:47]([OH:54])=[N:48][C:49]([CH3:53])=[CH:50][C:51]=1[CH3:52], predict the reaction product.